From a dataset of Catalyst prediction with 721,799 reactions and 888 catalyst types from USPTO. Predict which catalyst facilitates the given reaction. (1) Reactant: [Cl:1][C:2]1[C:7]([Cl:8])=[CH:6][CH:5]=[CH:4][C:3]=1[N:9]1[CH2:14][CH2:13][N:12]([CH2:15][CH:16]([OH:30])[CH2:17][CH2:18][N:19]2C(=O)C3C(=CC=CC=3)C2=O)[CH2:11][CH2:10]1.NN. Product: [NH2:19][CH2:18][CH2:17][CH:16]([OH:30])[CH2:15][N:12]1[CH2:11][CH2:10][N:9]([C:3]2[CH:4]=[CH:5][CH:6]=[C:7]([Cl:8])[C:2]=2[Cl:1])[CH2:14][CH2:13]1. The catalyst class is: 14. (2) Reactant: C(NC(C)C)(C)C.[Li].C([Li])CCC.[Br:14][C:15]1[CH:16]=[CH:17][C:18]([F:21])=[N:19][CH:20]=1.[CH:22](N1CCCCC1)=[O:23]. Product: [Br:14][C:15]1[CH:16]=[C:17]([CH:22]=[O:23])[C:18]([F:21])=[N:19][CH:20]=1. The catalyst class is: 1. (3) Reactant: [OH:1][C:2]([CH3:23])([CH3:22])[CH2:3][O:4][C:5]1[CH:10]=[CH:9][C:8]([N:11]2[CH:16]=[CH:15][C:14]([S:17][CH3:18])=[N:13][C:12]2=[O:19])=[CH:7][C:6]=1[O:20][CH3:21].[Cl:24][C:25]1[CH:30]=[CH:29][C:28](CS)=[CH:27][CH:26]=1. Product: [Cl:24][C:25]1[CH:30]=[CH:29][C:28]([CH2:18][S:17][C:14]2[CH:15]=[CH:16][N:11]([C:8]3[CH:9]=[CH:10][C:5]([O:4][CH2:3][C:2]([OH:1])([CH3:23])[CH3:22])=[C:6]([O:20][CH3:21])[CH:7]=3)[C:12](=[O:19])[N:13]=2)=[CH:27][CH:26]=1. The catalyst class is: 2. (4) Reactant: [C:1]1([O:7][S:8]([O-:11])(=[O:10])=[O:9])[CH:6]=[CH:5][CH:4]=[CH:3][CH:2]=1.C[N+](C)(C)C.S([O-])(O)(=O)=O.[CH3:22][C:23]1[CH:28]=[CH:27][C:26]([I+:29][C:30]2[CH:35]=[CH:34][C:33]([CH2:36][CH:37]([CH3:39])[CH3:38])=[CH:32][CH:31]=2)=[CH:25][CH:24]=1.C(Cl)Cl. Product: [C:1]1([O:7][S:8]([O-:11])(=[O:10])=[O:9])[CH:2]=[CH:3][CH:4]=[CH:5][CH:6]=1.[CH3:22][C:23]1[CH:24]=[CH:25][C:26]([I+:29][C:30]2[CH:35]=[CH:34][C:33]([CH2:36][CH:37]([CH3:39])[CH3:38])=[CH:32][CH:31]=2)=[CH:27][CH:28]=1. The catalyst class is: 72. (5) Reactant: [CH:1]1[C:6]([OH:7])=[CH:5][CH:4]=[CH:3][C:2]=1[CH3:8].C(=O)([O-])[O-].[K+].[K+].Br[CH2:16][C:17]([O:19][CH2:20][CH3:21])=[O:18]. Product: [CH3:8][C:2]1[CH:1]=[C:6]([CH:5]=[CH:4][CH:3]=1)[O:7][CH2:16][C:17]([O:19][CH2:20][CH3:21])=[O:18]. The catalyst class is: 9. (6) Reactant: C([Si](C)(C)[O:6][CH2:7][CH2:8][CH2:9][CH:10]([N:12]1[C:16]2=[N:17][CH:18]=[CH:19][CH:20]=[C:15]2[N:14]=[CH:13]1)[CH3:11])(C)(C)C.[F-].C([N+](CCCC)(CCCC)CCCC)CCC. Product: [N:14]1[C:15]2[C:16](=[N:17][CH:18]=[CH:19][CH:20]=2)[N:12]([CH:10]([CH3:11])[CH2:9][CH2:8][CH2:7][OH:6])[CH:13]=1. The catalyst class is: 6. (7) Reactant: [NH2:1][CH2:2][CH2:3][N:4]1[C:12]2[C:11]([NH:13][C:14]3[CH:19]=[CH:18][C:17]([O:20][C:21]4[C:26]5[C:27]([CH3:30])=[N:28][O:29][C:25]=5[CH:24]=[CH:23][CH:22]=4)=[C:16]([Cl:31])[CH:15]=3)=[N:10][CH:9]=[N:8][C:7]=2[CH:6]=[CH:5]1.[C:32](OCC)(=[O:34])[CH3:33].C(OC(=O)C)(=O)C.C(=O)([O-])O.[Na+]. Product: [Cl:31][C:16]1[CH:15]=[C:14]([NH:13][C:11]2[C:12]3[N:4]([CH2:3][CH2:2][NH:1][C:32](=[O:34])[CH3:33])[CH:5]=[CH:6][C:7]=3[N:8]=[CH:9][N:10]=2)[CH:19]=[CH:18][C:17]=1[O:20][C:21]1[C:26]2[C:27]([CH3:30])=[N:28][O:29][C:25]=2[CH:24]=[CH:23][CH:22]=1. The catalyst class is: 132.